Task: Predict which catalyst facilitates the given reaction.. Dataset: Catalyst prediction with 721,799 reactions and 888 catalyst types from USPTO (1) Reactant: [CH2:1]([S:3][C:4]([NH:14][CH3:15])=[CH:5][C:6]([C:8]1[CH:13]=[CH:12][CH:11]=[CH:10][CH:9]=1)=[O:7])[CH3:2].[C:16]([O:20]C)(=O)[C:17]#[CH:18]. Product: [C:6]([C:5]1[CH:18]=[CH:17][C:16](=[O:20])[N:14]([CH3:15])[C:4]=1[S:3][CH2:1][CH3:2])(=[O:7])[C:8]1[CH:13]=[CH:12][CH:11]=[CH:10][CH:9]=1. The catalyst class is: 5. (2) Reactant: [CH2:1]([CH:3]([C:6]1[C:7]2[N:8]([C:13]([C:17]3[O:21][CH:20]=[N:19][C:18]=3[CH3:22])=[C:14]([CH3:16])[N:15]=2)[N:9]=[C:10]([CH3:12])[CH:11]=1)[CH2:4][CH3:5])[CH3:2].C1C(=O)N([Br:30])C(=O)C1. Product: [Br:30][C:20]1[O:21][C:17]([C:13]2[N:8]3[N:9]=[C:10]([CH3:12])[CH:11]=[C:6]([CH:3]([CH2:4][CH3:5])[CH2:1][CH3:2])[C:7]3=[N:15][C:14]=2[CH3:16])=[C:18]([CH3:22])[N:19]=1. The catalyst class is: 2. (3) Reactant: [C:1]1([OH:11])[C:10]2[C:5](=[CH:6][CH:7]=[CH:8][CH:9]=2)[CH:4]=[CH:3][CH:2]=1.C1(C)C=CC(S(O[CH2:22][C:23]([F:26])([F:25])[F:24])(=O)=O)=CC=1.C(=O)([O-])[O-].[K+].[K+].CS(C)=O. Product: [F:24][C:23]([F:26])([F:25])[CH2:22][O:11][C:1]1[C:10]2[C:5](=[CH:6][CH:7]=[CH:8][CH:9]=2)[CH:4]=[CH:3][CH:2]=1. The catalyst class is: 93. (4) Reactant: [N:1]1([C:6]2[CH:7]=[C:8]3[C:13](=[CH:14][CH:15]=2)[CH:12]([C:16]([O:18]C)=[O:17])[CH2:11][CH2:10][CH2:9]3)[CH:5]=[N:4][N:3]=[N:2]1.[OH-].[Li+].CO.Cl. Product: [N:1]1([C:6]2[CH:7]=[C:8]3[C:13](=[CH:14][CH:15]=2)[CH:12]([C:16]([OH:18])=[O:17])[CH2:11][CH2:10][CH2:9]3)[CH:5]=[N:4][N:3]=[N:2]1. The catalyst class is: 30. (5) Reactant: [Cl:1][C:2]1[N:3]=[CH:4][C:5]2[C:10]([C:11]3[CH:16]=[CH:15][CH:14]=[CH:13][C:12]=3[CH3:17])=[C:9]([CH:18](OCC)[O:19]CC)[N:8]([CH2:25][CH2:26][NH:27][C:28](=[O:34])[O:29][C:30]([CH3:33])([CH3:32])[CH3:31])[C:6]=2[N:7]=1.O. Product: [Cl:1][C:2]1[N:3]=[CH:4][C:5]2[C:10]([C:11]3[CH:16]=[CH:15][CH:14]=[CH:13][C:12]=3[CH3:17])=[C:9]([CH:18]=[O:19])[N:8]([CH2:25][CH2:26][NH:27][C:28](=[O:34])[O:29][C:30]([CH3:32])([CH3:31])[CH3:33])[C:6]=2[N:7]=1. The catalyst class is: 52. (6) Reactant: C[O:2][C:3](=[O:40])[C@@H:4]([NH:8][S:9]([C:12]1[CH:17]=[CH:16][C:15]([C:18]2[CH:23]=[CH:22][C:21]([NH:24][C:25]([C:27]3[O:28][C:29]4[CH:36]=[CH:35][CH:34]=[C:33]([O:37][CH2:38][CH3:39])[C:30]=4[C:31]=3[CH3:32])=[O:26])=[CH:20][CH:19]=2)=[CH:14][CH:13]=1)(=[O:11])=[O:10])[CH:5]([CH3:7])[CH3:6].[Li+].[OH-]. Product: [CH2:38]([O:37][C:33]1[C:30]2[C:31]([CH3:32])=[C:27]([C:25]([NH:24][C:21]3[CH:20]=[CH:19][C:18]([C:15]4[CH:16]=[CH:17][C:12]([S:9]([NH:8][C@@H:4]([CH:5]([CH3:7])[CH3:6])[C:3]([OH:40])=[O:2])(=[O:10])=[O:11])=[CH:13][CH:14]=4)=[CH:23][CH:22]=3)=[O:26])[O:28][C:29]=2[CH:36]=[CH:35][CH:34]=1)[CH3:39]. The catalyst class is: 1. (7) Reactant: [CH3:1][O:2][CH2:3][CH2:4][O:5][C:6]1[C:11]2[C:12](=[N:15]O)[CH2:13][O:14][C:10]=2[CH:9]=[CH:8][CH:7]=1. Product: [CH3:1][O:2][CH2:3][CH2:4][O:5][C:6]1[C:11]2[CH:12]([NH2:15])[CH2:13][O:14][C:10]=2[CH:9]=[CH:8][CH:7]=1. The catalyst class is: 541. (8) Reactant: [F:1][C:2]([F:32])([F:31])[C:3]1([CH2:7][N:8]2[CH2:13][CH2:12][CH:11]([CH2:14][O:15][C:16]3[N:21]=[CH:20][C:19]([C:22]4[CH:30]=[CH:29][C:25]([C:26](O)=[O:27])=[CH:24][CH:23]=4)=[CH:18][CH:17]=3)[CH2:10][CH2:9]2)[CH2:6][CH2:5][CH2:4]1.[NH:33]1[CH2:37][CH2:36][C@H:35]([OH:38])[CH2:34]1.F[P-](F)(F)(F)(F)F.N1(O[P+](N(C)C)(N(C)C)N(C)C)C2C=CC=CC=2N=N1.O. Product: [OH:38][C@H:35]1[CH2:36][CH2:37][N:33]([C:26]([C:25]2[CH:24]=[CH:23][C:22]([C:19]3[CH:20]=[N:21][C:16]([O:15][CH2:14][CH:11]4[CH2:12][CH2:13][N:8]([CH2:7][C:3]5([C:2]([F:32])([F:1])[F:31])[CH2:6][CH2:5][CH2:4]5)[CH2:9][CH2:10]4)=[CH:17][CH:18]=3)=[CH:30][CH:29]=2)=[O:27])[CH2:34]1. The catalyst class is: 3.